This data is from Kir2.1 potassium channel HTS with 301,493 compounds. The task is: Binary Classification. Given a drug SMILES string, predict its activity (active/inactive) in a high-throughput screening assay against a specified biological target. (1) The molecule is Clc1ccc(C2=NN(C(C2)c2ccc(NC(=O)C)cc2)c2ccccc2)cc1. The result is 0 (inactive). (2) The result is 0 (inactive). The molecule is O1CCN(CC1)c1nc(nnc1C)c1ccccc1. (3) The drug is O=C1N(CC(C1)C(=O)Nc1ccc(cc1)C(=O)C)Cc1ccccc1. The result is 0 (inactive).